Dataset: Full USPTO retrosynthesis dataset with 1.9M reactions from patents (1976-2016). Task: Predict the reactants needed to synthesize the given product. (1) Given the product [F:16][C:17]1[CH:18]=[C:19]([CH:25]2[CH2:29][CH2:28][CH2:27][N:26]2[C:2]2[CH:7]=[CH:6][N:5]3[N:8]=[CH:9][C:10]([C:11]([O:13][CH2:14][CH3:15])=[O:12])=[C:4]3[N:3]=2)[C:20]([O:23][CH3:24])=[N:21][CH:22]=1, predict the reactants needed to synthesize it. The reactants are: Cl[C:2]1[CH:7]=[CH:6][N:5]2[N:8]=[CH:9][C:10]([C:11]([O:13][CH2:14][CH3:15])=[O:12])=[C:4]2[N:3]=1.[F:16][C:17]1[CH:18]=[C:19]([CH:25]2[CH2:29][CH2:28][CH2:27][NH:26]2)[C:20]([O:23][CH3:24])=[N:21][CH:22]=1.[F-].[K+]. (2) Given the product [CH3:22][O:23][CH2:24][CH2:25][C:26]1[N:12]([CH2:13][CH2:14][CH2:15][CH2:16][C:17]([O:19][CH2:20][CH3:21])=[O:18])[C:11]2[C:10]3[CH:9]=[CH:8][CH:7]=[CH:6][C:5]=3[N:4]=[CH:3][C:2]=2[N:1]=1, predict the reactants needed to synthesize it. The reactants are: [NH2:1][C:2]1[CH:3]=[N:4][C:5]2[C:10]([C:11]=1[NH:12][CH2:13][CH2:14][CH2:15][CH2:16][C:17]([O:19][CH2:20][CH3:21])=[O:18])=[CH:9][CH:8]=[CH:7][CH:6]=2.[CH3:22][O:23][CH2:24][CH2:25][C:26](Cl)=O.C(N(CC)CC)C. (3) The reactants are: [Cl-].[OH:2][CH2:3][CH2:4][CH2:5][C:6]([CH3:10])([CH3:9])[CH2:7][NH3+:8].CCN(CC)CC.[CH3:18][C:19]([O:22][C:23](O[C:23]([O:22][C:19]([CH3:21])([CH3:20])[CH3:18])=[O:24])=[O:24])([CH3:21])[CH3:20]. Given the product [C:19]([O:22][C:23]([NH:8][CH2:7][C:6]([CH3:10])([CH3:9])[CH2:5][CH2:4][CH2:3][OH:2])=[O:24])([CH3:21])([CH3:20])[CH3:18], predict the reactants needed to synthesize it.